This data is from Peptide-MHC class I binding affinity with 185,985 pairs from IEDB/IMGT. The task is: Regression. Given a peptide amino acid sequence and an MHC pseudo amino acid sequence, predict their binding affinity value. This is MHC class I binding data. (1) The peptide sequence is GLFPQLSAI. The MHC is HLA-B15:01 with pseudo-sequence HLA-B15:01. The binding affinity (normalized) is 0.606. (2) The peptide sequence is KFRDMITFR. The MHC is HLA-A01:01 with pseudo-sequence HLA-A01:01. The binding affinity (normalized) is 0.0847. (3) The peptide sequence is HTQGYFPDWQ. The MHC is HLA-A31:01 with pseudo-sequence HLA-A31:01. The binding affinity (normalized) is 0. (4) The peptide sequence is WPNNCGWKI. The MHC is HLA-B35:01 with pseudo-sequence HLA-B35:01. The binding affinity (normalized) is 0.527. (5) The peptide sequence is WTMKILIGVI. The MHC is HLA-A68:02 with pseudo-sequence HLA-A68:02. The binding affinity (normalized) is 0.518. (6) The peptide sequence is KCWLVTNGSY. The MHC is HLA-A01:01 with pseudo-sequence HLA-A01:01. The binding affinity (normalized) is 0.0976.